From a dataset of Forward reaction prediction with 1.9M reactions from USPTO patents (1976-2016). Predict the product of the given reaction. (1) Given the reactants [OH-].[Na+].[CH3:3][C:4]([C:6]1[CH:11]=[CH:10][C:9]([I:12])=[CH:8][CH:7]=1)=O.[Br:13][C:14]1[CH:21]=[CH:20][C:17]([CH:18]=[O:19])=[CH:16][CH:15]=1.C(C1C=CC=CC=1)(=O)C, predict the reaction product. The product is: [I:12][C:9]1[CH:10]=[CH:11][C:6]([CH:4]=[CH:3][C:18]([C:17]2[CH:20]=[CH:21][C:14]([Br:13])=[CH:15][CH:16]=2)=[O:19])=[CH:7][CH:8]=1. (2) Given the reactants CC(C)([O-])C.[K+].[CH3:7][O:8][C:9](=[O:25])[C:10]([O:23][CH3:24])=[CH:11][C:12]1[CH:17]=[CH:16][C:15]([OH:18])=[C:14]([C:19]([F:22])([F:21])[F:20])[CH:13]=1.Br[CH2:27][CH2:28][CH2:29][O:30][C:31]1[CH:36]=[CH:35][C:34]([C:37]2[CH:42]=[CH:41][CH:40]=[CH:39][CH:38]=2)=[CH:33][CH:32]=1, predict the reaction product. The product is: [CH3:7][O:8][C:9](=[O:25])[C:10]([O:23][CH3:24])=[CH:11][C:12]1[CH:17]=[CH:16][C:15]([O:18][CH2:27][CH2:28][CH2:29][O:30][C:31]2[CH:36]=[CH:35][C:34]([C:37]3[CH:42]=[CH:41][CH:40]=[CH:39][CH:38]=3)=[CH:33][CH:32]=2)=[C:14]([C:19]([F:21])([F:20])[F:22])[CH:13]=1. (3) Given the reactants [CH:1]1([NH:4][C:5]([C:7]2[S:11][C:10]([NH:12][Si](C)(C)C)=[N:9][CH:8]=2)=[O:6])[CH2:3][CH2:2]1.C(Cl)(Cl)=O.CC[N:23](C(C)C)[CH:24]([CH3:26])[CH3:25].[CH3:30][N:31]([CH:33]=[O:34])[CH3:32], predict the reaction product. The product is: [NH2:23][CH:24]1[CH2:26][CH2:32][N:31]([C:33]([NH:12][C:10]2[S:11][C:7]([C:5]([NH:4][CH:1]3[CH2:3][CH2:2]3)=[O:6])=[CH:8][N:9]=2)=[O:34])[CH2:30][CH2:25]1.